From a dataset of Forward reaction prediction with 1.9M reactions from USPTO patents (1976-2016). Predict the product of the given reaction. (1) The product is: [NH2:1][C:4]1[CH:5]=[C:6]2[C:10](=[CH:11][CH:12]=1)[NH:9][CH:8]=[C:7]2/[C:13](=[CH:16]/[C:17]1[CH:18]=[N:19][CH:20]=[CH:21][CH:22]=1)/[C:14]#[N:15]. Given the reactants [N+:1]([C:4]1[CH:5]=[C:6]2[C:10](=[CH:11][CH:12]=1)[NH:9][CH:8]=[C:7]2/[C:13](=[CH:16]/[C:17]1[CH:18]=[N:19][CH:20]=[CH:21][CH:22]=1)/[C:14]#[N:15])([O-])=O.[Cl-].[NH4+].C(OCC)C.CCCCCCC, predict the reaction product. (2) Given the reactants [NH:1]1[CH2:5][CH2:4][CH2:3][CH2:2]1.[F:6][C:7]1[CH:12]=[CH:11][C:10]([N:13]2[C:17]3[CH:18]=[C:19]4[C@:24]([C:26]([C:28]5[CH:33]=[CH:32][CH:31]=[CH:30][N:29]=5)=[O:27])([CH2:25][C:16]=3[CH:15]=[N:14]2)[CH2:23][N:22]([S:34]([C:37]2[CH:42]=[CH:41][C:40](F)=[CH:39][CH:38]=2)(=[O:36])=[O:35])[CH2:21][CH2:20]4)=[CH:9][CH:8]=1, predict the reaction product. The product is: [F:6][C:7]1[CH:8]=[CH:9][C:10]([N:13]2[C:17]3[CH:18]=[C:19]4[C@:24]([C:26]([C:28]5[CH:33]=[CH:32][CH:31]=[CH:30][N:29]=5)=[O:27])([CH2:25][C:16]=3[CH:15]=[N:14]2)[CH2:23][N:22]([S:34]([C:37]2[CH:38]=[CH:39][C:40]([N:1]3[CH2:5][CH2:4][CH2:3][CH2:2]3)=[CH:41][CH:42]=2)(=[O:35])=[O:36])[CH2:21][CH2:20]4)=[CH:11][CH:12]=1. (3) Given the reactants [CH2:1]([O:3][C:4]([C:6]1[C:17](=[O:18])[N:16]([CH:19]2[CH2:23][CH2:22][CH2:21][CH2:20]2)[C:9]2[N:10]=[C:11]([S:14][CH3:15])[N:12]=[CH:13][C:8]=2[C:7]=1[CH3:24])=[O:5])[CH3:2].C1(S(N2C(C3C=CC=CC=3)O2)(=O)=[O:32])C=CC=CC=1, predict the reaction product. The product is: [CH2:1]([O:3][C:4]([C:6]1[C:17](=[O:18])[N:16]([CH:19]2[CH2:23][CH2:22][CH2:21][CH2:20]2)[C:9]2[N:10]=[C:11]([S:14]([CH3:15])=[O:32])[N:12]=[CH:13][C:8]=2[C:7]=1[CH3:24])=[O:5])[CH3:2]. (4) Given the reactants [C:1]([O:5][C:6](=[O:22])[NH:7][C:8]1[CH:13]=[C:12]([N:14]([CH3:16])[CH3:15])[C:11]([C:17]([F:20])([F:19])[F:18])=[CH:10][C:9]=1[NH2:21])([CH3:4])([CH3:3])[CH3:2].C([O:27][C:28](=O)[CH2:29][C:30](=[O:50])[C:31]1[CH:36]=[CH:35][CH:34]=[C:33]([N:37]2[C:41]([CH2:42][O:43][CH:44]3[CH2:49][CH2:48][CH2:47][CH2:46][O:45]3)=[CH:40][N:39]=[N:38]2)[CH:32]=1)(C)(C)C, predict the reaction product. The product is: [C:1]([O:5][C:6](=[O:22])[NH:7][C:8]1[CH:13]=[C:12]([N:14]([CH3:16])[CH3:15])[C:11]([C:17]([F:20])([F:19])[F:18])=[CH:10][C:9]=1[NH:21][C:28](=[O:27])[CH2:29][C:30](=[O:50])[C:31]1[CH:36]=[CH:35][CH:34]=[C:33]([N:37]2[C:41]([CH2:42][O:43][CH:44]3[CH2:49][CH2:48][CH2:47][CH2:46][O:45]3)=[CH:40][N:39]=[N:38]2)[CH:32]=1)([CH3:4])([CH3:2])[CH3:3]. (5) Given the reactants [NH2:1][C:2]1[CH:7]=[C:6]([O:8][C:9]2[CH:14]=[CH:13][C:12]([NH:15][C:16]([C:18]3[C:19](=[O:31])[N:20]([C:25]4[CH:30]=[CH:29][CH:28]=[CH:27][CH:26]=4)[N:21]([CH3:24])[C:22]=3[CH3:23])=[O:17])=[CH:11][C:10]=2[F:32])[CH:5]=[CH:4][N:3]=1.[C:33]1([O:39][C:40](Cl)=[O:41])[CH:38]=[CH:37][CH:36]=[CH:35][CH:34]=1, predict the reaction product. The product is: [CH3:24][N:21]1[C:22]([CH3:23])=[C:18]([C:16]([NH:15][C:12]2[CH:13]=[CH:14][C:9]([O:8][C:6]3[CH:5]=[CH:4][N:3]=[C:2]([NH:1][C:40](=[O:41])[O:39][C:33]4[CH:38]=[CH:37][CH:36]=[CH:35][CH:34]=4)[CH:7]=3)=[C:10]([F:32])[CH:11]=2)=[O:17])[C:19](=[O:31])[N:20]1[C:25]1[CH:26]=[CH:27][CH:28]=[CH:29][CH:30]=1. (6) Given the reactants [CH3:1][C:2]([C@:4]1(O)[C@@:8]2([CH3:25])[CH2:9][C@H:10](O)[C@:11]3(F)[C@:21]4([CH3:22])[C:15](=[CH:16][C:17]([CH2:19][CH2:20]4)=[O:18])[CH2:14][CH2:13][C@H:12]3[C@@H:7]2[CH2:6][CH2:5]1)=[O:3].C[C@@H]1C2=CC(CC[C@]2(C)[C@H]2CC[C@]3(C)[C@@](OC(C)=O)(C(C)=O)CC[C@H]3[C@@H]2C1)=O, predict the reaction product. The product is: [CH3:1][C:2]([C@@H:4]1[C@@:8]2([CH3:25])[CH2:9][CH2:10][C@@H:11]3[C@:21]4([CH3:22])[C:15](=[CH:16][C:17]([CH2:19][CH2:20]4)=[O:18])[CH2:14][CH2:13][C@H:12]3[C@@H:7]2[CH2:6][CH2:5]1)=[O:3]. (7) Given the reactants [CH3:1][O:2][C:3]1[CH:4]=[C:5]([NH:15][C:16]2[N:20]=[C:19]([N:21]3[CH2:24][CH2:23][CH:22]3[C:25]3[CH:30]=[CH:29][CH:28]=[CH:27][CH:26]=3)[N:18]([CH2:31][C:32]([CH3:34])=C)[N:17]=2)[CH:6]=[CH:7][C:8]=1[N:9]1[CH:13]=[C:12]([CH3:14])[N:11]=[CH:10]1.I([O-])(=O)(=O)=[O:36].[Na+].C[N+]1([O-])CCOCC1, predict the reaction product. The product is: [CH3:1][O:2][C:3]1[CH:4]=[C:5]([NH:15][C:16]2[N:20]=[C:19]([N:21]3[CH2:24][CH2:23][CH:22]3[C:25]3[CH:30]=[CH:29][CH:28]=[CH:27][CH:26]=3)[N:18]([CH2:31][C:32](=[O:36])[CH3:34])[N:17]=2)[CH:6]=[CH:7][C:8]=1[N:9]1[CH:13]=[C:12]([CH3:14])[N:11]=[CH:10]1. (8) Given the reactants [CH3:1][S:2]([C:5]1[CH:17]=[CH:16][CH:15]=[CH:14][C:6]=1[O:7][CH2:8][C:9]([O:11]CC)=[O:10])(=[O:4])=[O:3].[OH-].[Na+], predict the reaction product. The product is: [CH3:1][S:2]([C:5]1[CH:17]=[CH:16][CH:15]=[CH:14][C:6]=1[O:7][CH2:8][C:9]([OH:11])=[O:10])(=[O:3])=[O:4]. (9) Given the reactants [Br:1][C:2]1[CH:10]=[C:9]2[C:5]([CH:6]=[N:7][NH:8]2)=[CH:4][CH:3]=1.[OH-].[K+].CN(C=O)C.[I:18]I, predict the reaction product. The product is: [Br:1][C:2]1[CH:10]=[C:9]2[C:5]([C:6]([I:18])=[N:7][NH:8]2)=[CH:4][CH:3]=1.